From a dataset of Forward reaction prediction with 1.9M reactions from USPTO patents (1976-2016). Predict the product of the given reaction. (1) The product is: [CH:10]([NH:6][C:55]([C@@H:52]1[CH2:53][CH2:54][N:51]1[S:48]([C:47]1[N:43]2[C@:42]([CH3:71])([CH2:58][C:59]3[CH:64]=[CH:63][C:62]([C:65]4[CH:70]=[N:69][CH:68]=[N:67][CH:66]=4)=[CH:61][CH:60]=3)[C:41](=[O:72])[N:40]([C:35]3[CH:34]=[C:33]([Cl:32])[CH:38]=[C:37]([Cl:39])[CH:36]=3)[C:44]2=[N:45][CH:46]=1)(=[O:50])=[O:49])=[O:56])([CH3:11])[CH3:9]. Given the reactants F[B-](F)(F)F.[N:6]1(OC(N(C)C)=[N+](C)C)[C:10]2[CH:11]=CC=C[C:9]=2N=N1.C(N(C(C)C)C(C)C)C.[Cl:32][C:33]1[CH:34]=[C:35]([N:40]2[C:44]3=[N:45][CH:46]=[C:47]([S:48]([N:51]4[CH2:54][CH2:53][C@H:52]4[C:55](O)=[O:56])(=[O:50])=[O:49])[N:43]3[C@:42]([CH3:71])([CH2:58][C:59]3[CH:64]=[CH:63][C:62]([C:65]4[CH:66]=[N:67][CH:68]=[N:69][CH:70]=4)=[CH:61][CH:60]=3)[C:41]2=[O:72])[CH:36]=[C:37]([Cl:39])[CH:38]=1.C(N)(C)C.[NH4+].[Cl-], predict the reaction product. (2) Given the reactants [Br:1][C:2]1[C:7]([F:8])=[CH:6][C:5]([OH:9])=[C:4]([F:10])[CH:3]=1.[H-].[Na+].[CH2:13](Br)[C:14]1[CH:19]=[CH:18][CH:17]=[CH:16][CH:15]=1.O, predict the reaction product. The product is: [CH2:13]([O:9][C:5]1[CH:6]=[C:7]([F:8])[C:2]([Br:1])=[CH:3][C:4]=1[F:10])[C:14]1[CH:19]=[CH:18][CH:17]=[CH:16][CH:15]=1. (3) The product is: [O:17]1[C:22]2[CH:23]=[CH:24][CH:25]=[CH:26][C:21]=2[O:20][CH2:19][CH:18]1[CH2:27][NH:28][C:2]1[N:7]=[C:6]([NH:8][C:9]2[CH:14]=[CH:13][CH:12]=[C:11]([OH:15])[CH:10]=2)[C:5]([F:16])=[CH:4][N:3]=1. Given the reactants Cl[C:2]1[N:7]=[C:6]([NH:8][C:9]2[CH:14]=[CH:13][CH:12]=[C:11]([OH:15])[CH:10]=2)[C:5]([F:16])=[CH:4][N:3]=1.[O:17]1[C:22]2[CH:23]=[CH:24][CH:25]=[CH:26][C:21]=2[O:20][CH2:19][CH:18]1[CH2:27][NH2:28], predict the reaction product.